Dataset: Peptide-MHC class I binding affinity with 185,985 pairs from IEDB/IMGT. Task: Regression. Given a peptide amino acid sequence and an MHC pseudo amino acid sequence, predict their binding affinity value. This is MHC class I binding data. The peptide sequence is EMSLADYLY. The MHC is HLA-B57:01 with pseudo-sequence HLA-B57:01. The binding affinity (normalized) is 0.0847.